From a dataset of Forward reaction prediction with 1.9M reactions from USPTO patents (1976-2016). Predict the product of the given reaction. (1) Given the reactants [Cl:1][C:2]1[CH:3]=[C:4]([CH:38]=[CH:39][C:40]=1[Cl:41])[C:5]([N:7](C(=O)C1C=CC(Cl)=C(Cl)C=1)[C:8]1[CH:9]=[CH:10][C:11]([CH2:14][C:15]2[CH:20]=[CH:19][C:18]([CH2:21][CH2:22][C:23](OCC)=[O:24])=[CH:17][CH:16]=2)=[N:12][CH:13]=1)=[O:6].[OH-].[Na+].Cl.[CH2:45]([N:55]1[CH2:60][CH2:59][NH:58][CH2:57][CH2:56]1)[C:46]1[CH:54]=[CH:53][C:52]2[O:51][CH2:50][O:49][C:48]=2[CH:47]=1.C(N(CC)CC)C.C(P(=O)(OCC)OCC)#N, predict the reaction product. The product is: [ClH:1].[Cl:1][C:2]1[CH:3]=[C:4]([CH:38]=[CH:39][C:40]=1[Cl:41])[C:5]([NH:7][C:8]1[CH:9]=[CH:10][C:11]([CH2:14][C:15]2[CH:20]=[CH:19][C:18]([CH2:21][CH2:22][C:23]([N:58]3[CH2:59][CH2:60][N:55]([CH2:45][C:46]4[CH:54]=[CH:53][C:52]5[O:51][CH2:50][O:49][C:48]=5[CH:47]=4)[CH2:56][CH2:57]3)=[O:24])=[CH:17][CH:16]=2)=[N:12][CH:13]=1)=[O:6]. (2) Given the reactants [CH3:1][P:2](=[O:7])([O:5][CH3:6])[O:3][CH3:4].[Li]CCCC.[Cl:13][C:14]1[CH:15]=[C:16]([CH:24]=[CH:25][CH:26]=1)[O:17][CH2:18][C:19](OCC)=[O:20], predict the reaction product. The product is: [Cl:13][C:14]1[CH:15]=[C:16]([CH:24]=[CH:25][CH:26]=1)[O:17][CH2:18][C:19](=[O:20])[CH2:1][P:2](=[O:7])([O:5][CH3:6])[O:3][CH3:4]. (3) Given the reactants [C:1]1([CH:11]([C:17](=O)[CH3:18])[C:12]([O:14]CC)=[O:13])[C:10]2[C:5](=[CH:6][CH:7]=[CH:8][CH:9]=2)[CH:4]=[CH:3][CH:2]=1.CO.Cl.[NH2:23]O, predict the reaction product. The product is: [CH3:18][C:17]1[C:11]([C:1]2[C:10]3[C:5](=[CH:6][CH:7]=[CH:8][CH:9]=3)[CH:4]=[CH:3][CH:2]=2)=[C:12]([OH:14])[O:13][N:23]=1. (4) Given the reactants [CH:1]([O:4][C:5]([N:7]1[CH2:12][CH2:11][CH:10]([O:13][C:14]2[C:23]3[C:18](=[C:19]([C:24]4[CH:29]=[CH:28][C:27](SC)=[CH:26][CH:25]=4)[CH:20]=[CH:21][CH:22]=3)[N:17]=[CH:16][CH:15]=2)[CH2:9][CH2:8]1)=[O:6])([CH3:3])[CH3:2].[CH:32]1C=C(Cl)C=C(C(OO)=O)C=1.[S:43](=[O:46])(O)[O-:44].[Na+], predict the reaction product. The product is: [CH:1]([O:4][C:5]([N:7]1[CH2:8][CH2:9][CH:10]([O:13][C:14]2[C:23]3[C:18](=[C:19]([C:24]4[CH:29]=[CH:28][C:27]([S:43]([CH3:32])(=[O:46])=[O:44])=[CH:26][CH:25]=4)[CH:20]=[CH:21][CH:22]=3)[N:17]=[CH:16][CH:15]=2)[CH2:11][CH2:12]1)=[O:6])([CH3:3])[CH3:2]. (5) Given the reactants [Br:1][C:2]1[CH:3]=[C:4]([CH2:8][S:9]([NH:12][CH2:13][C:14]2[CH:19]=[CH:18][C:17]([O:20][CH3:21])=[CH:16][C:15]=2[O:22][CH3:23])(=[O:11])=[O:10])[CH:5]=[CH:6][CH:7]=1.C[Li].[CH3:26][C:27]([CH3:29])=[O:28].C(O)(=O)C, predict the reaction product. The product is: [CH3:23][O:22][C:15]1[CH:16]=[C:17]([O:20][CH3:21])[CH:18]=[CH:19][C:14]=1[CH2:13][NH:12][S:9]([CH:8]([C:4]1[CH:5]=[CH:6][CH:7]=[C:2]([Br:1])[CH:3]=1)[C:27]([OH:28])([CH3:29])[CH3:26])(=[O:10])=[O:11]. (6) Given the reactants [CH3:1][C:2]1[S:3][C:4]([C:14]2[CH:15]=[C:16]([NH2:20])[CH:17]=[CH:18][CH:19]=2)=[C:5]([C:7]2[CH:12]=[CH:11][N:10]=[C:9]([NH2:13])[CH:8]=2)[N:6]=1.[C:21]1([CH3:31])[CH:26]=[CH:25][C:24]([CH2:27][C:28](O)=[O:29])=[CH:23][CH:22]=1.CCN=C=NCCCN(C)C.Cl, predict the reaction product. The product is: [CH3:1][C:2]1[S:3][C:4]([C:14]2[CH:15]=[C:16]([NH:20][C:28](=[O:29])[CH2:27][C:24]3[CH:25]=[CH:26][C:21]([CH3:31])=[CH:22][CH:23]=3)[CH:17]=[CH:18][CH:19]=2)=[C:5]([C:7]2[CH:12]=[CH:11][N:10]=[C:9]([NH2:13])[CH:8]=2)[N:6]=1. (7) Given the reactants [CH2:1](I)[CH3:2].[Br:4][C:5]1[C:10]([F:11])=[CH:9][N:8]=[C:7]([OH:12])[CH:6]=1, predict the reaction product. The product is: [Br:4][C:5]1[C:10]([F:11])=[CH:9][N:8]=[C:7]([O:12][CH2:1][CH3:2])[CH:6]=1. (8) Given the reactants [CH2:1]([C@H:8]1[CH2:12][O:11][C:10](=[O:13])[N:9]1[C:14](=[O:20])[CH2:15][O:16][CH:17]([CH3:19])[CH3:18])[C:2]1[CH:7]=[CH:6][CH:5]=[CH:4][CH:3]=1.[O-]S(C(F)(F)F)(=O)=O.C([B+]CCCC)CCC.[CH2:38]([O:45][C:46]1[CH:47]=[C:48]([CH:51]=[CH:52][CH:53]=1)[CH:49]=[O:50])[C:39]1[CH:44]=[CH:43][CH:42]=[CH:41][CH:40]=1.C(O)(=O)CC(CC(O)=O)(C(O)=O)O.P([O-])(O)(O)=O.[Na+].OO, predict the reaction product. The product is: [CH2:1]([C@H:8]1[CH2:12][O:11][C:10](=[O:13])[N:9]1[C:14](=[O:20])[C@@H:15]([O:16][CH:17]([CH3:18])[CH3:19])[C@@H:49]([C:48]1[CH:51]=[CH:52][CH:53]=[C:46]([O:45][CH2:38][C:39]2[CH:44]=[CH:43][CH:42]=[CH:41][CH:40]=2)[CH:47]=1)[OH:50])[C:2]1[CH:7]=[CH:6][CH:5]=[CH:4][CH:3]=1. (9) Given the reactants C(N(CC)CC)C.Cl[CH2:9][CH2:10][C:11]([S:13][CH2:14][CH:15]1[S:19][CH:18]([CH2:20][S:21][C:22](=[O:26])[CH2:23][CH2:24]Cl)[CH2:17][S:16]1)=[O:12].O.C1(C)C=CC=CC=1, predict the reaction product. The product is: [C:11]([S:13][CH2:14][CH:15]1[S:19][CH:18]([CH2:20][S:21][C:22](=[O:26])[CH:23]=[CH2:24])[CH2:17][S:16]1)(=[O:12])[CH:10]=[CH2:9].